This data is from Full USPTO retrosynthesis dataset with 1.9M reactions from patents (1976-2016). The task is: Predict the reactants needed to synthesize the given product. (1) Given the product [CH2:7]([C:6]1[N:37]=[C:36]([NH:35][C:33]([NH:32][C:26]2[CH:31]=[CH:30][CH:29]=[CH:28][CH:27]=2)=[NH:34])[NH:38][C:4](=[O:25])[CH:5]=1)[CH2:8][CH2:9][CH2:10][CH2:11][CH2:12][CH2:13][CH2:14][CH2:15][CH2:16][CH2:17][CH2:18][CH2:19][CH2:20][CH2:21][CH2:22][CH3:23], predict the reactants needed to synthesize it. The reactants are: C(O[C:4](=[O:25])[CH2:5][C:6](=O)[CH2:7][CH2:8][CH2:9][CH2:10][CH2:11][CH2:12][CH2:13][CH2:14][CH2:15][CH2:16][CH2:17][CH2:18][CH2:19][CH2:20][CH2:21][CH2:22][CH3:23])C.[C:26]1([NH:32][C:33]([NH:35][C:36]([NH2:38])=[NH:37])=[NH:34])[CH:31]=[CH:30][CH:29]=[CH:28][CH:27]=1. (2) The reactants are: C([O-])([O-])=O.[K+].[K+].Cl[CH2:8][CH2:9][C:10]([C:12]1[CH:17]=[CH:16][C:15]([F:18])=[CH:14][CH:13]=1)=[O:11].[CH3:19][CH:20]([CH3:36])[C:21]([NH:23][C:24]1[CH:29]=[CH:28][CH:27]=[C:26]([CH:30]2[CH2:35][CH2:34][NH:33][CH2:32][CH2:31]2)[CH:25]=1)=[O:22]. Given the product [F:18][C:15]1[CH:16]=[CH:17][C:12]([C:10](=[O:11])[CH2:9][CH2:8][N:33]2[CH2:34][CH2:35][CH:30]([C:26]3[CH:25]=[C:24]([NH:23][C:21](=[O:22])[CH:20]([CH3:19])[CH3:36])[CH:29]=[CH:28][CH:27]=3)[CH2:31][CH2:32]2)=[CH:13][CH:14]=1, predict the reactants needed to synthesize it. (3) Given the product [NH2:29][C:27]1[N:26]=[CH:25][N:24]=[C:23]2[N:22]([C:37]3[CH:38]=[C:39]([N:43]([CH3:44])[C:9](=[O:11])/[CH:8]=[CH:7]/[CH2:6][N:5]([CH:1]4[CH2:2][CH2:3][CH2:4]4)[CH3:12])[CH:40]=[CH:41][CH:42]=3)[N:21]=[C:20]([I:19])[C:28]=12, predict the reactants needed to synthesize it. The reactants are: [CH:1]1([N:5]([CH3:12])[CH2:6]/[CH:7]=[CH:8]/[C:9]([OH:11])=O)[CH2:4][CH2:3][CH2:2]1.C(Cl)(C(Cl)=O)=O.[I:19][C:20]1[C:28]2[C:23](=[N:24][CH:25]=[N:26][C:27]=2[NH:29]C(=O)OC(C)(C)C)[N:22]([C:37]2[CH:42]=[CH:41][CH:40]=[C:39]([NH:43][CH3:44])[CH:38]=2)[N:21]=1.C(O)(C(F)(F)F)=O.